Task: Regression/Classification. Given a drug SMILES string, predict its absorption, distribution, metabolism, or excretion properties. Task type varies by dataset: regression for continuous measurements (e.g., permeability, clearance, half-life) or binary classification for categorical outcomes (e.g., BBB penetration, CYP inhibition). Dataset: cyp2d6_veith.. Dataset: CYP2D6 inhibition data for predicting drug metabolism from PubChem BioAssay (1) The drug is CCCC(=O)Nc1ncnc2c1ncn2[C@@H]1O[C@H]2COP(=O)([O-])O[C@@H]2[C@@H]1OC(=O)CCC.O.[Na+]. The result is 0 (non-inhibitor). (2) The compound is NS(=O)(=O)c1cc2c(cc1Cl)N[C@H](Cc1ccccc1)NS2(=O)=O. The result is 0 (non-inhibitor).